This data is from Peptide-MHC class I binding affinity with 185,985 pairs from IEDB/IMGT. The task is: Regression. Given a peptide amino acid sequence and an MHC pseudo amino acid sequence, predict their binding affinity value. This is MHC class I binding data. (1) The peptide sequence is RTGDIGCFK. The MHC is HLA-B15:01 with pseudo-sequence HLA-B15:01. The binding affinity (normalized) is 0.0847. (2) The peptide sequence is KTTIKFHPW. The MHC is HLA-A31:01 with pseudo-sequence HLA-A31:01. The binding affinity (normalized) is 0.463. (3) The peptide sequence is VERLKHGTF. The MHC is HLA-A30:01 with pseudo-sequence HLA-A30:01. The binding affinity (normalized) is 0.0847. (4) The peptide sequence is RILSEKRKDT. The MHC is HLA-A68:02 with pseudo-sequence HLA-A68:02. The binding affinity (normalized) is 0.149. (5) The peptide sequence is QPRAPIRPI. The MHC is HLA-A01:01 with pseudo-sequence HLA-A01:01. The binding affinity (normalized) is 0. (6) The peptide sequence is KYNPMKTHI. The MHC is H-2-Kd with pseudo-sequence H-2-Kd. The binding affinity (normalized) is 0.938. (7) The peptide sequence is YIFPGDKTSY. The MHC is HLA-A03:01 with pseudo-sequence HLA-A03:01. The binding affinity (normalized) is 0.487. (8) The peptide sequence is AEALGPFQS. The MHC is HLA-B18:01 with pseudo-sequence HLA-B18:01. The binding affinity (normalized) is 0. (9) The MHC is HLA-B18:01 with pseudo-sequence HLA-B18:01. The binding affinity (normalized) is 0.230. The peptide sequence is AEMLASIDLKY.